Dataset: hERG Central: cardiac toxicity at 1µM, 10µM, and general inhibition. Task: Predict hERG channel inhibition at various concentrations. (1) The compound is O=C(Nc1ccc(Cl)cc1)N(CCCN1CCOCC1)Cc1cccs1. Results: hERG_inhib (hERG inhibition (general)): blocker. (2) The molecule is CCOc1ccc(NC(=O)C2CCCN(c3c(CC)c(C)nc4ncnn34)C2)cc1. Results: hERG_inhib (hERG inhibition (general)): blocker. (3) The compound is O=C(CN(C(=O)c1csnn1)c1cccc2c1CCCC2)NCc1ccc(F)cc1. Results: hERG_inhib (hERG inhibition (general)): blocker. (4) The drug is O=C(/C=C/c1ccc(Cl)cc1)N(Cc1ccccc1)C1CCS(=O)(=O)C1. Results: hERG_inhib (hERG inhibition (general)): blocker.